This data is from Full USPTO retrosynthesis dataset with 1.9M reactions from patents (1976-2016). The task is: Predict the reactants needed to synthesize the given product. (1) Given the product [Br:1][C:2]1[CH:3]=[C:4]2[C:10]([CH2:20][C:19]#[N:18])=[N:9][NH:8][C:5]2=[N:6][CH:7]=1, predict the reactants needed to synthesize it. The reactants are: [Br:1][C:2]1[CH:3]=[C:4]2[C:10](N)=[N:9][NH:8][C:5]2=[N:6][CH:7]=1.C(OC(=O)[NH:18][CH2:19][CH:20]=O)(C)(C)C.C(O)(=O)C.C(O[BH-](OC(=O)C)OC(=O)C)(=O)C.[Na+]. (2) Given the product [F:21][C:10]1[CH:9]=[C:8]([C:30]2[CH:41]=[C:40]([C:42]([F:45])([F:44])[F:43])[CH:39]=[CH:38][C:31]=2[O:32][C@@H:33]([CH3:37])[C:34]([OH:36])=[O:35])[CH:13]=[CH:12][C:11]=1[C:14]([N:16]1[CH2:20][CH2:19][CH2:18][CH2:17]1)=[O:15], predict the reactants needed to synthesize it. The reactants are: ClC1C=CC(OCC(O)=O)=C([C:8]2[CH:13]=[CH:12][C:11]([C:14]([N:16]3[CH2:20][CH2:19][CH2:18][CH2:17]3)=[O:15])=[C:10]([F:21])[CH:9]=2)C=1.B([C:30]1[CH:41]=[C:40]([C:42]([F:45])([F:44])[F:43])[CH:39]=[CH:38][C:31]=1[O:32][C@@H:33]([CH3:37])[C:34]([OH:36])=[O:35])(O)O. (3) Given the product [CH2:1]([O:8][C:9]([NH:11][C@H:12]([C:21]([O:23][C:24]([CH3:27])([CH3:26])[CH3:25])=[O:22])[CH2:13][C:14]1[CH:15]=[CH:16][C:17]([O:20][C:35]([CH3:44])([CH3:43])[C:36]([O:38][C:39]([CH3:42])([CH3:41])[CH3:40])=[O:37])=[CH:18][CH:19]=1)=[O:10])[C:2]1[CH:3]=[CH:4][CH:5]=[CH:6][CH:7]=1, predict the reactants needed to synthesize it. The reactants are: [CH2:1]([O:8][C:9]([NH:11][C@H:12]([C:21]([O:23][C:24]([CH3:27])([CH3:26])[CH3:25])=[O:22])[CH2:13][C:14]1[CH:19]=[CH:18][C:17]([OH:20])=[CH:16][CH:15]=1)=[O:10])[C:2]1[CH:7]=[CH:6][CH:5]=[CH:4][CH:3]=1.C(=O)([O-])[O-].[K+].[K+].Br[C:35]([CH3:44])([CH3:43])[C:36]([O:38][C:39]([CH3:42])([CH3:41])[CH3:40])=[O:37].O. (4) The reactants are: FC(F)(F)C(O)=O.FC(F)(F)C(O)=O.[NH2:15][CH2:16][C@H:17]1[CH2:22][CH2:21][C@H:20]([N:23]2[C:27]3=[C:28]4[S:34][CH:33]=[CH:32][C:29]4=[N:30][CH:31]=[C:26]3[N:25]=[C:24]2[C@H:35]([OH:37])[CH3:36])[CH2:19][CH2:18]1.C(N(CC)CC)C.Cl[C:46]([O:48][CH:49]([CH3:51])[CH3:50])=[O:47]. Given the product [CH:49]([O:48][C:46](=[O:47])[NH:15][CH2:16][C@H:17]1[CH2:22][CH2:21][C@H:20]([N:23]2[C:27]3=[C:28]4[S:34][CH:33]=[CH:32][C:29]4=[N:30][CH:31]=[C:26]3[N:25]=[C:24]2[C@H:35]([OH:37])[CH3:36])[CH2:19][CH2:18]1)([CH3:51])[CH3:50], predict the reactants needed to synthesize it. (5) Given the product [Cl:1][CH2:2][C:3]([NH:23][C@@H:22]([CH2:24][OH:25])[C:21]([O:20][CH2:13][C:14]1[CH:19]=[CH:18][CH:17]=[CH:16][CH:15]=1)=[O:26])=[O:4], predict the reactants needed to synthesize it. The reactants are: [Cl:1][CH2:2][C:3](Cl)=[O:4].C(=O)([O-])[O-].[K+].[K+].Cl.[CH2:13]([O:20][C:21](=[O:26])[C@H:22]([CH2:24][OH:25])[NH2:23])[C:14]1[CH:19]=[CH:18][CH:17]=[CH:16][CH:15]=1.O1CCCC1.O. (6) Given the product [C:2]([N:16]([C:13]1[CH:14]=[CH:15][C:10]([O:9][CH2:8][CH:7]([F:34])[F:6])=[CH:11][C:12]=1[C:30]([O:32][CH3:33])=[O:31])[CH:17]1[CH2:18][CH2:19][N:20]([C:23]([O:25][C:26]([CH3:28])([CH3:29])[CH3:27])=[O:24])[CH2:21][CH2:22]1)(=[O:3])[NH2:1], predict the reactants needed to synthesize it. The reactants are: [N-:1]=[C:2]=[O:3].[K+].O.[F:6][CH:7]([F:34])[CH2:8][O:9][C:10]1[CH:15]=[CH:14][C:13]([NH:16][CH:17]2[CH2:22][CH2:21][N:20]([C:23]([O:25][C:26]([CH3:29])([CH3:28])[CH3:27])=[O:24])[CH2:19][CH2:18]2)=[C:12]([C:30]([O:32][CH3:33])=[O:31])[CH:11]=1. (7) Given the product [F:1][C:2]1[CH:7]=[CH:6][C:5](/[CH:8]=[CH:9]/[C:16]2[CH:17]=[C:18]([C:20]3[NH:24][C:23]([N:25]4[CH2:30][CH2:29][CH2:28][CH:27]([OH:31])[CH2:26]4)=[C:22]([C:32]#[N:33])[CH:21]=3)[CH:19]=[CH:14][N:15]=2)=[CH:4][CH:3]=1, predict the reactants needed to synthesize it. The reactants are: [F:1][C:2]1[CH:7]=[CH:6][C:5](/[CH:8]=[CH:9]/B(O)O)=[CH:4][CH:3]=1.Cl[C:14]1[CH:19]=[C:18]([C:20]2[NH:24][C:23]([N:25]3[CH2:30][CH2:29][CH2:28][CH:27]([OH:31])[CH2:26]3)=[C:22]([C:32]#[N:33])[CH:21]=2)[CH:17]=[CH:16][N:15]=1.